This data is from Reaction yield outcomes from USPTO patents with 853,638 reactions. The task is: Predict the reaction yield, written as a fraction of the theoretical maximum amount of product (1.0 means a 100% yield; for example, 0.34 means a 34% yield). (1) The reactants are [NH2:1][C:2]1[CH:3]=[C:4]([CH:8]=[C:9]([Cl:12])[C:10]=1[NH2:11])[C:5]([O-:7])=[O:6].[CH:13](O)=O.[OH-].[K+]. The catalyst is O. The product is [Cl:12][C:9]1[C:10]2[N:11]=[CH:13][NH:1][C:2]=2[CH:3]=[C:4]([C:5]([OH:7])=[O:6])[CH:8]=1. The yield is 0.370. (2) The reactants are [Cl:1][C:2]1[C:3]([F:23])=[C:4]([NH:8][C:9]2[C:18]3[C:13](=[CH:14][C:15]([O:21][CH3:22])=[C:16]([CH2:19]Cl)[CH:17]=3)[N:12]=[CH:11][N:10]=2)[CH:5]=[CH:6][CH:7]=1.Cl.[CH3:25][C:26]([C:29]([NH2:31])=[O:30])([CH3:28])[NH2:27]. No catalyst specified. The product is [Cl:1][C:2]1[C:3]([F:23])=[C:4]([NH:8][C:9]2[C:18]3[C:13](=[CH:14][C:15]([O:21][CH3:22])=[C:16]([CH2:19][NH:27][C:26]([CH3:28])([C:29]([NH2:31])=[O:30])[CH3:25])[CH:17]=3)[N:12]=[CH:11][N:10]=2)[CH:5]=[CH:6][CH:7]=1. The yield is 0.491. (3) The reactants are Cl.[Cl:2][C:3]1[CH:22]=[CH:21][C:6]([CH2:7][CH:8]2[CH2:13][CH2:12][N:11](C(OC(C)(C)C)=O)[CH2:10][CH2:9]2)=[CH:5][C:4]=1[F:23]. The catalyst is CO. The product is [ClH:2].[Cl:2][C:3]1[CH:22]=[CH:21][C:6]([CH2:7][CH:8]2[CH2:9][CH2:10][NH:11][CH2:12][CH2:13]2)=[CH:5][C:4]=1[F:23]. The yield is 0.970. (4) The product is [OH:44][C:31]1[CH:32]=[C:33]([C:2]2[N:6]([C:7]([O:9][C:10]([CH3:13])([CH3:12])[CH3:11])=[O:8])[C:5]([C:14]([O:16][CH2:17][C:18]3[CH:23]=[CH:22][CH:21]=[CH:20][CH:19]=3)=[O:15])=[CH:4][CH:3]=2)[CH:34]=[C:29]([O:28][C@@H:27]([CH3:45])[CH2:26][O:25][CH3:24])[CH:30]=1. The yield is 0.750. The reactants are Br[C:2]1[N:6]([C:7]([O:9][C:10]([CH3:13])([CH3:12])[CH3:11])=[O:8])[C:5]([C:14]([O:16][CH2:17][C:18]2[CH:23]=[CH:22][CH:21]=[CH:20][CH:19]=2)=[O:15])=[CH:4][CH:3]=1.[CH3:24][O:25][CH2:26][C@H:27]([CH3:45])[O:28][C:29]1[CH:30]=[C:31]([OH:44])[CH:32]=[C:33](B2OC(C)(C)C(C)(C)O2)[CH:34]=1.C(=O)([O-])[O-].[K+].[K+]. The catalyst is O1CCOCC1.O. (5) The reactants are [CH3:1][O:2][C:3](=[O:12])[C:4]1[CH:9]=[CH:8][C:7]([Cl:10])=[CH:6][C:5]=1[NH2:11].[Br:13]Br. The catalyst is CC(O)=O.C(OCC)C. The product is [CH3:1][O:2][C:3](=[O:12])[C:4]1[CH:9]=[C:8]([Br:13])[C:7]([Cl:10])=[CH:6][C:5]=1[NH2:11]. The yield is 0.780. (6) The reactants are [CH2:1]([C:5]1[C:9]([C:10]([F:13])([F:12])[F:11])=[C:8]([C:14]([OH:16])=O)[O:7][N:6]=1)[CH:2]([CH3:4])[CH3:3].N1C=CC=CC=1.[F:23]C1N=C(F)N=C(F)N=1. The catalyst is ClCCl. The product is [CH2:1]([C:5]1[C:9]([C:10]([F:13])([F:12])[F:11])=[C:8]([C:14]([F:23])=[O:16])[O:7][N:6]=1)[CH:2]([CH3:4])[CH3:3]. The yield is 0.650.